From a dataset of Forward reaction prediction with 1.9M reactions from USPTO patents (1976-2016). Predict the product of the given reaction. Given the reactants [CH2:1]([C:10]1[CH:15]=[CH:14][C:13]([OH:16])=[CH:12][CH:11]=1)[CH2:2][CH2:3][CH2:4][CH2:5][CH2:6][CH2:7][CH2:8][CH3:9].[NH2:17][C:18](N)=[O:19], predict the reaction product. The product is: [C:18](=[O:19])([O:16][C:13]1[CH:12]=[CH:11][C:10]([CH2:1][CH2:2][CH2:3][CH2:4][CH2:5][CH2:6][CH2:7][CH2:8][CH3:9])=[CH:15][CH:14]=1)[NH2:17].